From a dataset of Catalyst prediction with 721,799 reactions and 888 catalyst types from USPTO. Predict which catalyst facilitates the given reaction. (1) Reactant: [NH2:1][C:2]1[C:3]([N:23]2[CH2:28][CH2:27][N:26]([C:29]3[CH:34]=[C:33]([CH3:35])[CH:32]=[CH:31][C:30]=3[CH3:36])[CH2:25][CH2:24]2)=[CH:4][C:5]([Cl:22])=[C:6]([CH:21]=1)[C:7]([NH:9][CH2:10][C:11]1[CH:16]=[CH:15][CH:14]=[C:13]([CH2:17][N:18]([CH3:20])[CH3:19])[CH:12]=1)=[O:8].CN(C)C=O.CN(C(ON1N=NC2C=CC=NC1=2)=[N+](C)C)C.F[P-](F)(F)(F)(F)F.C(N(CC)C(C)C)(C)C.[CH:75]1([C:78]2[O:79][CH:80]=[C:81]([C:83](O)=[O:84])[N:82]=2)[CH2:77][CH2:76]1. Product: [Cl:22][C:5]1[C:6]([C:7](=[O:8])[NH:9][CH2:10][C:11]2[CH:16]=[CH:15][CH:14]=[C:13]([CH2:17][N:18]([CH3:20])[CH3:19])[CH:12]=2)=[CH:21][C:2]([NH:1][C:83]([C:81]2[N:82]=[C:78]([CH:75]3[CH2:77][CH2:76]3)[O:79][CH:80]=2)=[O:84])=[C:3]([N:23]2[CH2:24][CH2:25][N:26]([C:29]3[CH:34]=[C:33]([CH3:35])[CH:32]=[CH:31][C:30]=3[CH3:36])[CH2:27][CH2:28]2)[CH:4]=1. The catalyst class is: 69. (2) Reactant: [Br:1]N1C(=O)CCC1=O.[Br:9][C:10]1[CH:15]=[CH:14][C:13]([S:16]([Cl:19])(=[O:18])=[O:17])=[C:12]([CH3:20])[CH:11]=1.N(C(C)(C)C#N)=NC(C)(C)C#N. Product: [Br:9][C:10]1[CH:15]=[CH:14][C:13]([S:16]([Cl:19])(=[O:18])=[O:17])=[C:12]([CH2:20][Br:1])[CH:11]=1. The catalyst class is: 53. (3) Product: [CH:16]1([N:7]2[CH2:8][C:9]([CH3:15])([CH3:14])[C:10](=[O:13])[N:11]([CH3:12])[C:5]3[CH:4]=[N:3][C:2]([NH:22][C:23]4[CH:31]=[CH:30][C:26]([C:27]([OH:29])=[O:28])=[CH:25][CH:24]=4)=[N:21][C:6]2=3)[CH2:20][CH2:19][CH2:18][CH2:17]1. Reactant: Cl[C:2]1[N:3]=[CH:4][C:5]2[N:11]([CH3:12])[C:10](=[O:13])[C:9]([CH3:15])([CH3:14])[CH2:8][N:7]([CH:16]3[CH2:20][CH2:19][CH2:18][CH2:17]3)[C:6]=2[N:21]=1.[NH2:22][C:23]1[CH:31]=[CH:30][C:26]([C:27]([OH:29])=[O:28])=[CH:25][CH:24]=1.C(O)C. The catalyst class is: 126.